This data is from Catalyst prediction with 721,799 reactions and 888 catalyst types from USPTO. The task is: Predict which catalyst facilitates the given reaction. (1) Reactant: OC(C(F)(F)F)=O.[CH3:8][C:9]([Si:12]([CH3:27])([CH3:26])[O:13][C@H:14]1[C@@H:19]([N:20]2[CH2:24][CH2:23][CH2:22][C:21]2=[O:25])[CH2:18][CH2:17][NH:16][CH2:15]1)([CH3:11])[CH3:10].CCN(C(C)C)C(C)C.[Cl:37][C:38]1[N:42]2[CH:43]=[C:44]([CH:51]3[CH2:53][CH2:52]3)[CH:45]=[C:46]([C:47]([F:50])([F:49])[F:48])[C:41]2=[N:40][C:39]=1[C:54](O)=[O:55].CN(C(ON1N=NC2C=CC=NC1=2)=[N+](C)C)C.F[P-](F)(F)(F)(F)F. Product: [Cl:37][C:38]1[N:42]2[CH:43]=[C:44]([CH:51]3[CH2:53][CH2:52]3)[CH:45]=[C:46]([C:47]([F:49])([F:48])[F:50])[C:41]2=[N:40][C:39]=1[C:54]([N:16]1[CH2:17][CH2:18][C@H:19]([N:20]2[CH2:24][CH2:23][CH2:22][C:21]2=[O:25])[C@H:14]([O:13][Si:12]([C:9]([CH3:8])([CH3:10])[CH3:11])([CH3:27])[CH3:26])[CH2:15]1)=[O:55]. The catalyst class is: 31. (2) Reactant: [Cl:1][C:2]1[CH:3]=[C:4]([CH2:22][C:23]([OH:25])=[O:24])[CH:5]=[CH:6][C:7]=1[O:8][C:9]1[CH:18]=[CH:17][C:12]2[NH:13][C:14]([CH3:16])=[N:15][C:11]=2[C:10]=1[N+:19]([O-:21])=[O:20].[CH3:26]O. Product: [Cl:1][C:2]1[CH:3]=[C:4]([CH2:22][C:23]([O:25][CH3:26])=[O:24])[CH:5]=[CH:6][C:7]=1[O:8][C:9]1[CH:18]=[CH:17][C:12]2[NH:13][C:14]([CH3:16])=[N:15][C:11]=2[C:10]=1[N+:19]([O-:21])=[O:20]. The catalyst class is: 65.